Dataset: Reaction yield outcomes from USPTO patents with 853,638 reactions. Task: Predict the reaction yield, written as a fraction of the theoretical maximum amount of product (1.0 means a 100% yield; for example, 0.34 means a 34% yield). (1) The reactants are [C:1]([NH:8][CH2:9][C:10]([OH:12])=[O:11])([O:3][C:4]([CH3:7])([CH3:6])[CH3:5])=[O:2].C1CCC(N=C=NC2CCCCC2)CC1.[CH2:28]([N:30]([CH2:33]C)[CH2:31]C)[CH3:29].CN(C)CCO. The catalyst is C(Cl)Cl. The product is [CH3:31][N:30]([CH3:33])[CH2:28][CH2:29][O:11][C:10](=[O:12])[CH2:9][NH:8][C:1]([O:3][C:4]([CH3:6])([CH3:7])[CH3:5])=[O:2]. The yield is 0.740. (2) The reactants are [CH:1](=O)/[CH:2]=[CH:3]/[CH3:4].[F:6][C:7]1[CH:8]=[C:9]([CH:11]=[C:12]([F:14])[CH:13]=1)[NH2:10]. The catalyst is Cl.O. The product is [F:6][C:7]1[CH:13]=[C:12]([F:14])[CH:11]=[C:9]2[C:8]=1[CH:1]=[CH:2][C:3]([CH3:4])=[N:10]2. The yield is 0.440. (3) The reactants are Cl.C(O[C:7]([N:9]1[CH2:14][CH2:13][N:12]([CH2:15][CH2:16][CH2:17][CH:18]=[CH2:19])[C:11](=[O:20])[CH:10]1[CH3:21])=[O:8])(C)(C)C.CN1CCOCC1.[Cl:29][C:30]1[CH:31]=[C:32]([CH:38]=[CH:39][C:40]=1[Cl:41])[CH:33]=[CH:34]C(O)=O.F[P-](F)(F)(F)(F)F.N1(OC(N(C)C)=[N+](C)C)C2N=CC=CC=2N=N1. No catalyst specified. The product is [Cl:29][C:30]1[CH:31]=[C:32](/[CH:33]=[CH:34]/[C:7]([N:9]2[CH2:14][CH2:13][N:12]([CH2:15][CH2:16][CH2:17][CH:18]=[CH2:19])[C:11](=[O:20])[CH:10]2[CH3:21])=[O:8])[CH:38]=[CH:39][C:40]=1[Cl:41]. The yield is 0.860. (4) The reactants are [Cl:1][C:2]1[CH:10]=[CH:9][CH:8]=[C:7]([N+:11]([O-:13])=[O:12])[C:3]=1[C:4]([OH:6])=O.[NH2:14][CH:15]1[CH2:20][CH2:19][N:18]([CH2:21][C:22]2[CH:27]=[CH:26][CH:25]=[CH:24][CH:23]=2)[CH2:17][CH2:16]1.ON1C2C=CC=CC=2N=N1.CN(C)CCCN=C=NCC.C(N(CC)CC)C. The catalyst is C(OCC)(=O)C. The product is [CH2:21]([N:18]1[CH2:19][CH2:20][CH:15]([NH:14][C:4](=[O:6])[C:3]2[C:7]([N+:11]([O-:13])=[O:12])=[CH:8][CH:9]=[CH:10][C:2]=2[Cl:1])[CH2:16][CH2:17]1)[C:22]1[CH:23]=[CH:24][CH:25]=[CH:26][CH:27]=1. The yield is 0.850. (5) The reactants are Br[C:2]1[N:6]2[N:7]=[C:8]([NH:11][CH2:12][CH2:13][CH2:14][CH2:15][CH3:16])[CH:9]=[CH:10][C:5]2=[N:4][CH:3]=1.CC1(C)C(C)(C)OB([C:25]2[CH:30]=[CH:29][C:28]([CH:31]3[CH2:35][CH2:34][CH2:33][N:32]3[C:36]([O:38][C:39]([CH3:42])([CH3:41])[CH3:40])=[O:37])=[CH:27][CH:26]=2)O1.[O-]P([O-])([O-])=O.[K+].[K+].[K+].COCCOC. The catalyst is O. The product is [CH2:12]([NH:11][C:8]1[CH:9]=[CH:10][C:5]2[N:6]([C:2]([C:25]3[CH:26]=[CH:27][C:28]([CH:31]4[CH2:35][CH2:34][CH2:33][N:32]4[C:36]([O:38][C:39]([CH3:42])([CH3:41])[CH3:40])=[O:37])=[CH:29][CH:30]=3)=[CH:3][N:4]=2)[N:7]=1)[CH2:13][CH2:14][CH2:15][CH3:16]. The yield is 0.670.